This data is from Forward reaction prediction with 1.9M reactions from USPTO patents (1976-2016). The task is: Predict the product of the given reaction. (1) The product is: [CH2:28]([N:16]([S:17]([C:20]1[CH:25]=[CH:24][C:23]([O:26][CH3:27])=[CH:22][CH:21]=1)(=[O:19])=[O:18])[C:15]1[C:14]2[C:9](=[CH:10][C:11]([C:35]([F:37])([F:38])[F:36])=[CH:12][CH:13]=2)[N:8]=[CH:7][C:6]=1[C:4]([OH:5])=[O:3])[C:29]1[CH:30]=[CH:31][CH:32]=[CH:33][CH:34]=1. Given the reactants C([O:3][C:4]([C:6]1[CH:7]=[N:8][C:9]2[C:14]([C:15]=1[N:16]([CH2:28][C:29]1[CH:34]=[CH:33][CH:32]=[CH:31][CH:30]=1)[S:17]([C:20]1[CH:25]=[CH:24][C:23]([O:26][CH3:27])=[CH:22][CH:21]=1)(=[O:19])=[O:18])=[CH:13][CH:12]=[C:11]([C:35]([F:38])([F:37])[F:36])[CH:10]=2)=[O:5])C.[OH-].[Na+].Cl, predict the reaction product. (2) Given the reactants [CH3:1][O:2][C:3]1[CH:4]=[C:5]([CH:32]=[CH:33][C:34]=1[O:35][CH3:36])[CH2:6][CH:7]1[C:13]2[CH:14]=[C:15]([O:20][CH3:21])[C:16]([O:18][CH3:19])=[CH:17][C:12]=2[CH2:11][CH2:10][CH2:9][N:8]1[CH:22]([C:26]1[CH:31]=[CH:30][CH:29]=[CH:28][CH:27]=1)[C:23]([OH:25])=O.Cl.Cl.[N:39]1[C:48]2[C:43](=[CH:44][CH:45]=[CH:46][CH:47]=2)[CH:42]=[CH:41][C:40]=1[CH2:49][NH2:50], predict the reaction product. The product is: [CH3:1][O:2][C:3]1[CH:4]=[C:5]([CH:32]=[CH:33][C:34]=1[O:35][CH3:36])[CH2:6][CH:7]1[C:13]2[CH:14]=[C:15]([O:20][CH3:21])[C:16]([O:18][CH3:19])=[CH:17][C:12]=2[CH2:11][CH2:10][CH2:9][N:8]1[CH:22]([C:26]1[CH:27]=[CH:28][CH:29]=[CH:30][CH:31]=1)[C:23]([NH:50][CH2:49][C:40]1[CH:41]=[CH:42][C:43]2[C:48](=[CH:47][CH:46]=[CH:45][CH:44]=2)[N:39]=1)=[O:25]. (3) Given the reactants [N+:1]([C:4]1[C:10]([C:11]([F:14])([F:13])[F:12])=[CH:9][CH:8]=[CH:7][C:5]=1[NH2:6])([O-:3])=[O:2].Br[C:16]1[CH:21]=[CH:20][C:19]([O:22][CH3:23])=[CH:18][C:17]=1[CH3:24], predict the reaction product. The product is: [CH3:23][O:22][C:19]1[CH:20]=[CH:21][C:16]([NH:6][C:5]2[CH:7]=[CH:8][CH:9]=[C:10]([C:11]([F:12])([F:13])[F:14])[C:4]=2[N+:1]([O-:3])=[O:2])=[C:17]([CH3:24])[CH:18]=1. (4) Given the reactants [C@@H:1]1([NH:10][C:11]2[N:16]3[N:17]=[CH:18][C:19]([C@H:20]4[CH2:24][C@H:23]([OH:25])[C@@H:22]([CH2:26][OH:27])[CH2:21]4)=[C:15]3[N:14]=[CH:13][N:12]=2)[C:9]2[C:4](=[CH:5][CH:6]=[CH:7][CH:8]=2)[CH2:3][CH2:2]1.C(N(CC)C(C)C)(C)C.[S:37](Cl)(=[O:40])(=[O:39])[NH2:38], predict the reaction product. The product is: [S:37](=[O:40])(=[O:39])([O:27][CH2:26][C@H:22]1[CH2:21][C@@H:20]([C:19]2[CH:18]=[N:17][N:16]3[C:11]([NH:10][C@@H:1]4[C:9]5[C:4](=[CH:5][CH:6]=[CH:7][CH:8]=5)[CH2:3][CH2:2]4)=[N:12][CH:13]=[N:14][C:15]=23)[CH2:24][C@@H:23]1[OH:25])[NH2:38]. (5) The product is: [Cl:39][C:17]1[C:18]([NH:23][S:24]([CH2:27][CH2:28][CH3:29])(=[O:25])=[O:26])=[CH:19][CH:20]=[C:21]([F:22])[C:16]=1[NH:15][C:13]([C:7]1[CH:8]=[C:9]([CH3:12])[CH:10]=[C:11]2[C:6]=1[N:5]=[CH:4][N:3]=[C:2]2[NH2:1])=[O:14]. Given the reactants [NH2:1][C:2]1[C:11]2[C:6](=[C:7]([C:13]([NH:15][C:16]3[C:21]([F:22])=[CH:20][CH:19]=[C:18]([N:23](CC4C=CC(OC)=CC=4)[S:24]([CH2:27][CH2:28][CH3:29])(=[O:26])=[O:25])[C:17]=3[Cl:39])=[O:14])[CH:8]=[C:9]([CH3:12])[CH:10]=2)[N:5]=[CH:4][N:3]=1.C(Cl)Cl.FC(F)(F)C(O)=O, predict the reaction product. (6) Given the reactants [Cl-].[C:2]1([CH3:8])[CH:7]=[CH:6][CH:5]=[CH:4][CH:3]=1.[OH:9][C:10]([C:12](F)(F)F)=O.C([CH:23]([C:34]1[CH:60]=[CH:59][C:37]2[N:38]([CH2:53][CH:54]3[CH2:58][CH2:57][CH2:56][NH:55]3)[C:39]([NH:41][C:42](=[O:52])[C:43]3[CH:48]=[CH:47][C:46]([CH:49]([F:51])[F:50])=[CH:45][CH:44]=3)=[N:40][C:36]=2[CH:35]=1)[N:24]([C@H:28]([C:30]([CH3:33])([CH3:32])[CH3:31])[CH3:29])[C:25](=[O:27])[OH:26])C1C=CC=CC=1.[C:61](=O)([O-])[O-].[Cs+].[Cs+], predict the reaction product. The product is: [CH2:8]([O:26][C:25](=[O:27])[N:24]([CH2:23][C:34]1[CH:60]=[CH:59][C:37]2[N:38]([CH2:53][CH:54]3[CH2:58][CH2:57][CH2:56][N:55]3[C:10](=[O:9])[CH:12]=[CH2:61])[C:39]([NH:41][C:42](=[O:52])[C:43]3[CH:44]=[CH:45][C:46]([CH:49]([F:51])[F:50])=[CH:47][CH:48]=3)=[N:40][C:36]=2[CH:35]=1)[C@H:28]([C:30]([CH3:31])([CH3:32])[CH3:33])[CH3:29])[C:2]1[CH:7]=[CH:6][CH:5]=[CH:4][CH:3]=1. (7) The product is: [Si:1]([O:8][CH2:9][C:10]1[NH:11][C:12]2=[N:25][CH:14]=[C:15]([Cl:19])[CH:16]=[C:17]2[CH:18]=1)([C:4]([CH3:7])([CH3:6])[CH3:5])([CH3:3])[CH3:2]. Given the reactants [Si:1]([O:8][CH2:9][C:10]1[NH:11][C:12]2[C:17]([CH:18]=1)=[CH:16][C:15]([Cl:19])=[CH:14]C=2)([C:4]([CH3:7])([CH3:6])[CH3:5])([CH3:3])[CH3:2].ClC1C=C2C=C(C(OC)=O)NC2=[N:25]C=1, predict the reaction product.